From a dataset of Full USPTO retrosynthesis dataset with 1.9M reactions from patents (1976-2016). Predict the reactants needed to synthesize the given product. (1) The reactants are: [CH:1]1([CH:4]([C:6]2[CH:7]=[N:8][C:9]([C:12]3[CH:16]=[CH:15][S:14][CH:13]=3)=[CH:10][CH:11]=2)O)[CH2:3][CH2:2]1.[CH:17]1[N:21]=[CH:20][N:19](C([N:19]2[CH:20]=[N:21][CH:17]=[CH:18]2)=O)[CH:18]=1. Given the product [CH:1]1([CH:4]([N:19]2[CH:18]=[CH:17][N:21]=[CH:20]2)[C:6]2[CH:11]=[CH:10][C:9]([C:12]3[CH:16]=[CH:15][S:14][CH:13]=3)=[N:8][CH:7]=2)[CH2:3][CH2:2]1, predict the reactants needed to synthesize it. (2) Given the product [CH3:1][C@H:2]1[C@@H:7]2[CH2:8][CH2:9][C@:10]3([CH3:12])[O:66][O:67][C@:6]42[C@H:5]([C@@H:13]([CH3:14])[C:15]([O:17][C@@H:11]4[O:71]3)=[O:16])[CH2:4][CH2:3]1, predict the reactants needed to synthesize it. The reactants are: [CH3:1][C@H:2]1[C@@H:7]2[CH2:8][CH2:9][C:10]([CH3:12])=[CH:11][C@@H:6]2[C@H:5]([C@H:13]([C:15]([OH:17])=[O:16])[CH3:14])[CH2:4][CH2:3]1.C1C=CC(C2C3NC(C(C4C=CC=CC=4)=C4C=CC(=C(C5C=CC=CC=5)C5C=CC(=C(C6C=CC=CC=6)C6C=CC=2N=6)N=5)N4)=CC=3)=CC=1.[O:66]=[O:67].FC(F)(F)C(O)=[O:71]. (3) Given the product [BrH:12].[Cl:11][C:8]1[CH:7]=[C:3]([C:4]([NH2:6])=[O:5])[C:2](=[NH:1])[N:10]([CH2:13][C:14]2[CH:15]=[C:16]([C:17]([NH:19][CH3:20])=[O:18])[CH:21]=[C:22]([Cl:24])[CH:23]=2)[CH:9]=1, predict the reactants needed to synthesize it. The reactants are: [NH2:1][C:2]1[N:10]=[CH:9][C:8]([Cl:11])=[CH:7][C:3]=1[C:4]([NH2:6])=[O:5].[Br:12][CH2:13][C:14]1[CH:15]=[C:16]([CH:21]=[C:22]([Cl:24])[CH:23]=1)[C:17]([NH:19][CH3:20])=[O:18]. (4) Given the product [CH3:18][C:19]1[CH:20]=[C:21]([CH:22]=[CH:15][C:16]#[N:17])[CH:24]=[CH:25][C:26]=1[CH3:27], predict the reactants needed to synthesize it. The reactants are: CC(C)([O-])C.[K+].C(OP([CH2:15][C:16]#[N:17])(=O)OCC)C.[CH3:18][C:19]1[CH:20]=[C:21]([CH:24]=[CH:25][C:26]=1[CH3:27])[CH:22]=O. (5) The reactants are: [F:1][C:2]1[C:3]([C:9]2[CH:14]=[C:13]([N+:15]([O-])=O)[C:12]([CH3:18])=[CH:11][N+:10]=2[O-])=[N:4][C:5]([CH3:8])=[CH:6][CH:7]=1.[OH-].[Na+]. Given the product [F:1][C:2]1[C:3]([C:9]2[CH:14]=[C:13]([NH2:15])[C:12]([CH3:18])=[CH:11][N:10]=2)=[N:4][C:5]([CH3:8])=[CH:6][CH:7]=1, predict the reactants needed to synthesize it.